This data is from Catalyst prediction with 721,799 reactions and 888 catalyst types from USPTO. The task is: Predict which catalyst facilitates the given reaction. (1) Reactant: [CH2:1]([O:8][CH2:9][N:10]1[C:14]2[CH:15]=[N:16][NH:17][C:18](=[O:19])[C:13]=2[CH:12]=[C:11]1Br)[C:2]1[CH:7]=[CH:6][CH:5]=[CH:4][CH:3]=1.C1(C)C=CC=CC=1.C(N(CC)C(C)C)(C)C.[H][H]. Product: [CH2:1]([O:8][CH2:9][N:10]1[C:14]2[CH:15]=[N:16][NH:17][C:18](=[O:19])[C:13]=2[CH:12]=[CH:11]1)[C:2]1[CH:7]=[CH:6][CH:5]=[CH:4][CH:3]=1. The catalyst class is: 304. (2) Reactant: C(OP([CH2:9][C:10]#[N:11])(OCC)=O)C.[H-].[Na+].[C:14]([O:17][CH2:18][C:19]([CH3:48])([CH3:47])[CH2:20][N:21]1[C:27]2[CH:28]=[CH:29][C:30]([Cl:32])=[CH:31][C:26]=2[C@@H:25]([C:33]2[CH:38]=[CH:37][CH:36]=[C:35]([O:39][CH3:40])[C:34]=2[O:41][CH3:42])[O:24][C@H:23]([CH2:43][CH:44]=O)[C:22]1=[O:46])(=[O:16])[CH3:15]. Product: [C:14]([O:17][CH2:18][C:19]([CH3:47])([CH3:48])[CH2:20][N:21]1[C:27]2[CH:28]=[CH:29][C:30]([Cl:32])=[CH:31][C:26]=2[C@@H:25]([C:33]2[CH:38]=[CH:37][CH:36]=[C:35]([O:39][CH3:40])[C:34]=2[O:41][CH3:42])[O:24][C@H:23]([CH2:43]/[CH:44]=[CH:9]/[C:10]#[N:11])[C:22]1=[O:46])(=[O:16])[CH3:15]. The catalyst class is: 56. (3) Reactant: Cl[C:2]1[CH:7]=[C:6]([N:8]2[CH2:13][CH2:12][CH:11]([C:14]3[C:22]4[C:17](=[N:18][CH:19]=[CH:20][CH:21]=4)[NH:16][N:15]=3)[CH2:10][CH2:9]2)[N:5]=[C:4]([C:23]([NH:25][CH:26]2[CH2:29][CH2:28][CH2:27]2)=[O:24])[N:3]=1.[CH3:30][O:31][CH2:32][C@H:33]([OH:35])[CH3:34].C[Si]([N-][Si](C)(C)C)(C)C.[K+]. Product: [CH:26]1([NH:25][C:23]([C:4]2[N:3]=[C:2]([O:35][C@H:33]([CH3:34])[CH2:32][O:31][CH3:30])[CH:7]=[C:6]([N:8]3[CH2:13][CH2:12][CH:11]([C:14]4[C:22]5[C:17](=[N:18][CH:19]=[CH:20][CH:21]=5)[NH:16][N:15]=4)[CH2:10][CH2:9]3)[N:5]=2)=[O:24])[CH2:29][CH2:28][CH2:27]1. The catalyst class is: 49. (4) Reactant: Cl[CH2:2][C:3]1[N:12]([C:13]2[CH:18]=[CH:17][CH:16]=[CH:15][C:14]=2[Cl:19])[C:11](=[O:20])[C:10]2[C:5](=[CH:6][C:7]([O:23][CH3:24])=[C:8]([O:21][CH3:22])[CH:9]=2)[N:4]=1.[N:25]1[C:33]([NH2:34])=[C:32]2[C:28]([N:29]=[CH:30][NH:31]2)=[N:27][CH:26]=1.C([O-])([O-])=O.[K+].[K+]. Product: [NH2:34][C:33]1[N:25]=[CH:26][N:27]=[C:28]2[C:32]=1[N:31]=[CH:30][N:29]2[CH2:2][C:3]1[N:12]([C:13]2[CH:18]=[CH:17][CH:16]=[CH:15][C:14]=2[Cl:19])[C:11](=[O:20])[C:10]2[C:5](=[CH:6][C:7]([O:23][CH3:24])=[C:8]([O:21][CH3:22])[CH:9]=2)[N:4]=1. The catalyst class is: 3. (5) Reactant: Br[C:2]1[CH:7]=[C:6]([CH2:8][S:9]([CH3:12])(=[O:11])=[O:10])[CH:5]=[C:4]([Br:13])[CH:3]=1.[NH4+].[OH-].[CH3:16][N:17](C=O)C. Product: [Br:13][C:4]1[CH:3]=[C:2]([CH:7]=[C:6]([CH2:8][S:9]([CH3:12])(=[O:11])=[O:10])[CH:5]=1)[C:16]#[N:17]. The catalyst class is: 380.